Dataset: Full USPTO retrosynthesis dataset with 1.9M reactions from patents (1976-2016). Task: Predict the reactants needed to synthesize the given product. (1) Given the product [CH3:22][O:23][C:24](=[O:38])[C:25]([NH:37][C:7](=[O:9])[C:6]1[CH:10]=[C:11]([C:14]#[C:15][C:16]2[CH:21]=[CH:20][CH:19]=[CH:18][CH:17]=2)[CH:12]=[CH:13][C:5]=1[O:4][CH:1]([CH3:2])[CH3:3])([CH3:36])[CH2:26][C:27]1[C:35]2[C:30](=[CH:31][CH:32]=[CH:33][CH:34]=2)[NH:29][CH:28]=1, predict the reactants needed to synthesize it. The reactants are: [CH:1]([O:4][C:5]1[CH:13]=[CH:12][C:11]([C:14]#[C:15][C:16]2[CH:21]=[CH:20][CH:19]=[CH:18][CH:17]=2)=[CH:10][C:6]=1[C:7]([OH:9])=O)([CH3:3])[CH3:2].[CH3:22][O:23][C:24](=[O:38])[C:25]([NH2:37])([CH3:36])[CH2:26][C:27]1[C:35]2[C:30](=[CH:31][CH:32]=[CH:33][CH:34]=2)[NH:29][CH:28]=1.C1C=CC2N(O)N=NC=2C=1.CCN=C=NCCCN(C)C. (2) Given the product [CH3:27][N:26]([CH3:28])[C:24](=[O:25])[CH2:19][CH2:20][NH:16][C:14]([NH:13][C:4]1[S:5][C:6]([C:7]2[CH:8]=[CH:9][N:10]=[CH:11][CH:12]=2)=[C:2]([CH3:1])[N:3]=1)=[O:15], predict the reactants needed to synthesize it. The reactants are: [CH3:1][C:2]1[N:3]=[C:4]([NH:13][C:14]([N:16]2[CH:20]=[CH:19]N=C2)=[O:15])[S:5][C:6]=1[C:7]1[CH:12]=[CH:11][N:10]=[CH:9][CH:8]=1.NCC[C:24]([N:26]([CH3:28])[CH3:27])=[O:25]. (3) Given the product [CH:28]([N:27]([CH2:30][CH2:31][C:32]1[CH:37]=[CH:36][CH:35]=[CH:34][N:33]=1)[C:24]1[CH:25]=[CH:26][C:21]([NH:20][C:15]([C:10]2[C:9]([C:6]3[CH:5]=[CH:4][C:3]([C:2]([F:1])([F:19])[F:18])=[CH:8][CH:7]=3)=[CH:14][CH:13]=[CH:12][CH:11]=2)=[O:17])=[CH:22][C:23]=1[CH3:38])=[O:29], predict the reactants needed to synthesize it. The reactants are: [F:1][C:2]([F:19])([F:18])[C:3]1[CH:8]=[CH:7][C:6]([C:9]2[C:10]([C:15]([OH:17])=O)=[CH:11][CH:12]=[CH:13][CH:14]=2)=[CH:5][CH:4]=1.[NH2:20][C:21]1[CH:26]=[CH:25][C:24]([N:27]([CH2:30][CH2:31][C:32]2[CH:37]=[CH:36][CH:35]=[CH:34][N:33]=2)[CH:28]=[O:29])=[C:23]([CH3:38])[CH:22]=1.C1C=CC2N(O)N=NC=2C=1.CCN=C=NCCCN(C)C.Cl. (4) Given the product [F:23][C:24]1[CH:29]=[CH:28][C:27]([CH2:30][C:31]([C:3]2[C:4]([C:7]([O:9][CH3:10])=[O:8])=[CH:5][NH:6][C:2]=2[CH3:1])=[O:32])=[CH:26][C:25]=1[C:34]([N:36]1[CH2:37][CH2:38][CH:39]([O:42][CH3:43])[CH2:40][CH2:41]1)=[O:35], predict the reactants needed to synthesize it. The reactants are: [CH3:1][C:2]1[NH:6][CH:5]=[C:4]([C:7]([O:9][CH3:10])=[O:8])[CH:3]=1.[Cl-].[Cl-].[Cl-].[Al+3].ClC(N(C)C)=C(C)C.[F:23][C:24]1[CH:29]=[CH:28][C:27]([CH2:30][C:31](O)=[O:32])=[CH:26][C:25]=1[C:34]([N:36]1[CH2:41][CH2:40][CH:39]([O:42][CH3:43])[CH2:38][CH2:37]1)=[O:35].Cl. (5) The reactants are: [C:1]([O:5][C:6](=[O:17])[NH:7][C@H:8]1[CH2:13][CH2:12][CH2:11][C@H:10]([C:14](=O)[NH2:15])[CH2:9]1)([CH3:4])([CH3:3])[CH3:2].ClC1N=C(Cl)N=C(Cl)N=1.C(=O)([O-])O.[Na+]. Given the product [C:1]([O:5][C:6](=[O:17])[NH:7][C@H:8]1[CH2:13][CH2:12][CH2:11][C@H:10]([C:14]#[N:15])[CH2:9]1)([CH3:4])([CH3:2])[CH3:3], predict the reactants needed to synthesize it. (6) Given the product [CH:47]1[CH:46]=[CH:45][C:44]([CH2:43][C@H:42]([NH2:41])[C:50]([NH:52][CH2:53][C:58]([OH:60])=[O:59])=[O:51])=[CH:49][CH:48]=1, predict the reactants needed to synthesize it. The reactants are: N[C@H](C(NCCC(O)=O)=O)CC1C=CC=CC=1.C1C=CC(C[C@H](N)C(N[C@H](C(N)=O)CC2C=CC=CC=2)=O)=CC=1.[NH2:41][C@H:42]([C:50]([NH:52][C@H:53]([C:58]([OH:60])=[O:59])CC(C)C)=[O:51])[CH2:43][C:44]1[CH:49]=[CH:48][CH:47]=[CH:46][CH:45]=1.C[C@H](NC([C@@H](N)CC1C=CC=CC=1)=O)C(O)=O.N[C@H](C(N[C@H](C(O)=O)CC(=O)O)=O)CC1C=CC=CC=1.N[C@H](C(O)=O)CC1C=CC=CC=1. (7) Given the product [CH2:1]([C:8]1[N:9]([CH2:14][CH2:15][C:16]2[S:17][CH:18]=[CH:19][CH:20]=2)[C:10](=[S:30])[NH:11][N:12]=1)[C:2]1[CH:7]=[CH:6][CH:5]=[CH:4][CH:3]=1, predict the reactants needed to synthesize it. The reactants are: [CH2:1]([C:8]1[N:9]([CH2:14][CH2:15][C:16]2[S:17][CH:18]=[CH:19][CH:20]=2)[C:10](=O)[NH:11][N:12]=1)[C:2]1[CH:7]=[CH:6][CH:5]=[CH:4][CH:3]=1.COC1C=CC(P2(SP(C3C=CC(OC)=CC=3)(=S)S2)=[S:30])=CC=1.